This data is from Retrosynthesis with 50K atom-mapped reactions and 10 reaction types from USPTO. The task is: Predict the reactants needed to synthesize the given product. The reactants are: Brc1cccc(C2OCCO2)c1.NC1CCN(Cc2ccccc2)CC1. Given the product c1ccc(CN2CCC(Nc3cccc(C4OCCO4)c3)CC2)cc1, predict the reactants needed to synthesize it.